Predict which catalyst facilitates the given reaction. From a dataset of Catalyst prediction with 721,799 reactions and 888 catalyst types from USPTO. (1) Reactant: [ClH:1].C(OC(=O)[NH:8][C@H:9]([C:13]([N:15]1[CH2:20][CH2:19][CH:18]([O:21][C:22]2[N:27]=[CH:26][C:25]([CH2:28][CH3:29])=[CH:24][N:23]=2)[CH2:17][CH2:16]1)=[O:14])[CH:10]([CH3:12])[CH3:11])(C)(C)C. Product: [ClH:1].[ClH:1].[CH2:28]([C:25]1[CH:24]=[N:23][C:22]([O:21][CH:18]2[CH2:19][CH2:20][N:15]([C:13](=[O:14])[C@@H:9]([NH2:8])[CH:10]([CH3:11])[CH3:12])[CH2:16][CH2:17]2)=[N:27][CH:26]=1)[CH3:29]. The catalyst class is: 8. (2) Reactant: C(OC(=O)[NH:7][C:8]([C:14]1[CH:19]=[C:18]([Br:20])[CH:17]=[CH:16][C:15]=1[F:21])([CH2:12][OH:13])[CH:9]([F:11])[F:10])(C)(C)C. Product: [NH2:7][C:8]([C:14]1[CH:19]=[C:18]([Br:20])[CH:17]=[CH:16][C:15]=1[F:21])([CH:9]([F:10])[F:11])[CH2:12][OH:13]. The catalyst class is: 89. (3) Reactant: [C:1]([C:5]1[CH:6]=[C:7]([NH2:11])[N:8]([CH3:10])[N:9]=1)([CH3:4])([CH3:3])[CH3:2].N1C=CC=CC=1.Cl[C:19]([O:21][CH2:22][C:23]([Cl:26])([Cl:25])[Cl:24])=[O:20].C(OCC)(=O)C. Product: [Cl:24][C:23]([Cl:26])([Cl:25])[CH2:22][O:21][C:19](=[O:20])[NH:11][C:7]1[N:8]([CH3:10])[N:9]=[C:5]([C:1]([CH3:4])([CH3:2])[CH3:3])[CH:6]=1. The catalyst class is: 20. (4) Reactant: [CH2:1]1[CH2:6][CH2:5][C:4]([CH2:11][NH2:12])([CH2:7][C:8]([OH:10])=[O:9])[CH2:3][CH2:2]1.Cl. Product: [CH2:1]1[CH2:2][CH2:3][C:4]([CH2:11][NH2:12])([CH2:7][C:8]([OH:10])=[O:9])[CH2:5][CH2:6]1. The catalyst class is: 32. (5) Reactant: CN(C)CCN(C)C.[Li]C(CC)C.C1CCCCC1.C(N(CC)[C:23](=[O:39])[C:24]1[CH:29]=[CH:28][C:27]([O:30][CH2:31][CH2:32][N:33]2[CH2:38][CH2:37][O:36][CH2:35][CH2:34]2)=[CH:26][CH:25]=1)C.[CH:42](=[O:46])[CH:43]([CH3:45])[CH3:44].Cl.C([O-])(O)=O.[Na+]. Product: [CH:43]([CH:42]1[C:25]2[C:24](=[CH:29][CH:28]=[C:27]([O:30][CH2:31][CH2:32][N:33]3[CH2:34][CH2:35][O:36][CH2:37][CH2:38]3)[CH:26]=2)[C:23](=[O:39])[O:46]1)([CH3:45])[CH3:44]. The catalyst class is: 1. (6) The catalyst class is: 205. Product: [NH2:22][C:23]1[N:28]2[N:29]=[CH:30][C:31]([C:32]3[CH:33]=[CH:34][C:35]([C:38]([OH:41])([CH3:40])[CH3:39])=[N:36][CH:37]=3)=[C:27]2[N:26]=[C:25]([CH:42]2[CH2:48][CH:47]3[NH:49][CH:44]([CH2:45][CH2:46]3)[CH2:43]2)[C:24]=1[S:52]([CH3:51])(=[O:54])=[O:53]. Reactant: FC(F)(F)C(O)=O.FC(F)(F)C(O)=O.FC(F)(F)C(O)=O.[NH2:22][C:23]1[N:28]2[N:29]=[CH:30][C:31]([C:32]3[CH:33]=[CH:34][C:35]([C:38]([OH:41])([CH3:40])[CH3:39])=[N:36][CH:37]=3)=[C:27]2[N:26]=[C:25]([CH:42]2[CH2:48][CH:47]3[NH:49][CH:44]([CH2:45][CH2:46]3)[CH2:43]2)[C:24]=1I.[CH3:51][S:52]([O-:54])=[O:53].[Na+].CS(C)=O. (7) Reactant: [Br:1][C:2]1[CH:7]=[CH:6][C:5](I)=[CH:4][CH:3]=1.[C:9]([C@H:12]1[CH2:17][CH2:16][C@H:15]([C:18]([O:20][CH3:21])=[O:19])[CH2:14][CH2:13]1)(=[O:11])[CH3:10].[Cl-].[NH4+]. Product: [Br:1][C:2]1[CH:7]=[CH:6][C:5]([C:9]([C@H:12]2[CH2:17][CH2:16][C@H:15]([C:18]([O:20][CH3:21])=[O:19])[CH2:14][CH2:13]2)([OH:11])[CH3:10])=[CH:4][CH:3]=1. The catalyst class is: 1.